From a dataset of Forward reaction prediction with 1.9M reactions from USPTO patents (1976-2016). Predict the product of the given reaction. (1) Given the reactants [F:1][C:2]1[C:7]2[CH2:8][CH2:9][CH2:10][N:11]([C:13]([O:15][C:16]([CH3:19])([CH3:18])[CH3:17])=[O:14])[CH2:12][C:6]=2[CH:5]=[CH:4][C:3]=1[NH:20][C:21](=[O:38])[C@H:22]([CH2:34][CH2:35]SC)[NH:23][C:24]([O:26][CH2:27][C:28]1[CH:33]=[CH:32][CH:31]=[CH:30][CH:29]=1)=[O:25].O=C1[C@@H](NC(OCC2C=CC=CC=2)=O)CCN1C1C=CC2CN(C(OC(C)(C)C)=O)CCCC=2C=1, predict the reaction product. The product is: [F:1][C:2]1[C:7]2[CH2:8][CH2:9][CH2:10][N:11]([C:13]([O:15][C:16]([CH3:19])([CH3:18])[CH3:17])=[O:14])[CH2:12][C:6]=2[CH:5]=[CH:4][C:3]=1[N:20]1[CH2:35][CH2:34][C@H:22]([NH:23][C:24]([O:26][CH2:27][C:28]2[CH:33]=[CH:32][CH:31]=[CH:30][CH:29]=2)=[O:25])[C:21]1=[O:38]. (2) Given the reactants Br[C:2]1[S:3][CH:4]=[CH:5][C:6]=1[NH:7][C:8](=O)OC(C)(C)C.C([C:17]1[CH:22]=[CH:21][CH:20]=[CH:19][C:18]=1B(O)O)=O.C(=O)(O)[O-].[Na+].Cl.[OH-].[Na+], predict the reaction product. The product is: [S:3]1[C:2]2[C:22]3[CH:21]=[CH:20][CH:19]=[CH:18][C:17]=3[CH:8]=[N:7][C:6]=2[CH:5]=[CH:4]1.